Dataset: Catalyst prediction with 721,799 reactions and 888 catalyst types from USPTO. Task: Predict which catalyst facilitates the given reaction. (1) Reactant: I[C:2]1[CH:3]=[C:4]([CH:8]=[CH:9][C:10]=1[O:11]CCC)[C:5]([OH:7])=[O:6].[C-]#N.[Na+].[C:18]([Cu])#[N:19]. The catalyst class is: 3. Product: [C:18]([C:2]1[CH:3]=[C:4]([CH:8]=[CH:9][C:10]=1[OH:11])[C:5]([OH:7])=[O:6])#[N:19]. (2) The catalyst class is: 11. Product: [CH3:1][O:2][C:3]1[CH:4]=[C:5]2[C:12](=[CH:13][C:14]=1[O:15][CH3:16])[C:9]([CH3:10])=[N:8][CH2:7][CH2:6]2. Reactant: [CH3:1][O:2][C:3]1[CH:4]=[C:5]([CH:12]=[CH:13][C:14]=1[O:15][CH3:16])[CH2:6][CH2:7][NH:8][C:9](=O)[CH3:10].O=P(Cl)(Cl)Cl.CCOC(C)=O.[OH-].[Na+]. (3) Reactant: [CH3:1][C:2]1[CH:7]=[C:6]([C:8]2[C:16]3[C:11](=[CH:12][CH:13]=[C:14]([C:17]([O:19]CC)=[O:18])[CH:15]=3)[N:10]([C:22]([C:35]3[CH:40]=[CH:39][CH:38]=[CH:37][CH:36]=3)([C:29]3[CH:34]=[CH:33][CH:32]=[CH:31][CH:30]=3)[C:23]3[CH:28]=[CH:27][CH:26]=[CH:25][CH:24]=3)[N:9]=2)[CH:5]=[CH:4][N:3]=1.[Li+].[OH-]. Product: [CH3:1][C:2]1[CH:7]=[C:6]([C:8]2[C:16]3[C:11](=[CH:12][CH:13]=[C:14]([C:17]([OH:19])=[O:18])[CH:15]=3)[N:10]([C:22]([C:23]3[CH:28]=[CH:27][CH:26]=[CH:25][CH:24]=3)([C:35]3[CH:36]=[CH:37][CH:38]=[CH:39][CH:40]=3)[C:29]3[CH:34]=[CH:33][CH:32]=[CH:31][CH:30]=3)[N:9]=2)[CH:5]=[CH:4][N:3]=1. The catalyst class is: 1. (4) The catalyst class is: 6. Reactant: [Cl:1][C:2]1[CH:3]=[CH:4][C:5]2[N:11]([CH2:12][C:13]([CH3:17])([CH3:16])[CH2:14][OH:15])[C:10](=[O:18])[C@@H:9]([CH2:19][C:20]([NH:22][CH2:23][CH2:24][C:25]3[CH:30]=[CH:29][C:28]([O:31][C:32]([CH3:37])([CH3:36])[C:33]([OH:35])=[O:34])=[CH:27][CH:26]=3)=[O:21])[O:8][C@H:7]([C:38]3[CH:43]=[CH:42][CH:41]=[C:40]([O:44][CH3:45])[C:39]=3[O:46][CH3:47])[C:6]=2[CH:48]=1.N1C=CC=CC=1.[C:55](OCC)(=[O:57])[CH3:56].C(Cl)(=O)C. Product: [C:55]([O:15][CH2:14][C:13]([CH3:16])([CH3:17])[CH2:12][N:11]1[C:5]2[CH:4]=[CH:3][C:2]([Cl:1])=[CH:48][C:6]=2[C@@H:7]([C:38]2[CH:43]=[CH:42][CH:41]=[C:40]([O:44][CH3:45])[C:39]=2[O:46][CH3:47])[O:8][C@H:9]([CH2:19][C:20]([NH:22][CH2:23][CH2:24][C:25]2[CH:30]=[CH:29][C:28]([O:31][C:32]([CH3:37])([CH3:36])[C:33]([OH:35])=[O:34])=[CH:27][CH:26]=2)=[O:21])[C:10]1=[O:18])(=[O:57])[CH3:56]. (5) Reactant: [NH2:1][CH2:2][C:3]1[C:4]([NH:16][CH:17]2[CH2:22][CH2:21][N:20]([C:23]([NH2:25])=[O:24])[CH2:19][CH2:18]2)=[C:5]2[CH:13]=[N:12][N:11]([CH2:14][CH3:15])[C:6]2=[N:7][C:8]=1[CH2:9][CH3:10].C(N(CC)CC)C.[Br:33][CH2:34][CH2:35][CH2:36][CH2:37][CH2:38][CH2:39][CH2:40][C:41](Cl)=[O:42].O. Product: [Br:33][CH2:34][CH2:35][CH2:36][CH2:37][CH2:38][CH2:39][CH2:40][C:41]([NH:1][CH2:2][C:3]1[C:4]([NH:16][CH:17]2[CH2:22][CH2:21][N:20]([C:23]([NH2:25])=[O:24])[CH2:19][CH2:18]2)=[C:5]2[CH:13]=[N:12][N:11]([CH2:14][CH3:15])[C:6]2=[N:7][C:8]=1[CH2:9][CH3:10])=[O:42]. The catalyst class is: 22.